This data is from Peptide-MHC class II binding affinity with 134,281 pairs from IEDB. The task is: Regression. Given a peptide amino acid sequence and an MHC pseudo amino acid sequence, predict their binding affinity value. This is MHC class II binding data. (1) The peptide sequence is GITIKKTGQALVVGI. The MHC is DRB3_0202 with pseudo-sequence DRB3_0202. The binding affinity (normalized) is 0.271. (2) The peptide sequence is LLEFAVVLELAILSI. The MHC is HLA-DPA10301-DPB10402 with pseudo-sequence HLA-DPA10301-DPB10402. The binding affinity (normalized) is 0.246. (3) The peptide sequence is YAFVGVMYNLWKMKTHHHHHH. The MHC is DRB3_0301 with pseudo-sequence DRB3_0301. The binding affinity (normalized) is 0.797.